Task: Predict the reaction yield, written as a fraction of the theoretical maximum amount of product (1.0 means a 100% yield; for example, 0.34 means a 34% yield).. Dataset: Reaction yield outcomes from USPTO patents with 853,638 reactions (1) The reactants are [Cl:1][C:2]1[N:10]=[CH:9][N:8]=[C:7]2[C:3]=1[N:4]=[CH:5][N:6]2[C@H:11]1[CH2:15][C@H:14]([OH:16])[C@@H:13]([CH2:17][OH:18])[CH2:12]1.[Si:19](Cl)([C:22]([CH3:25])([CH3:24])[CH3:23])([CH3:21])[CH3:20].N1C=CN=C1. The catalyst is CN(C=O)C. The product is [Si:19]([O:18][CH2:17][C@H:13]1[CH2:12][C@@H:11]([N:6]2[CH:5]=[N:4][C:3]3[C:7]2=[N:8][CH:9]=[N:10][C:2]=3[Cl:1])[CH2:15][C@@H:14]1[OH:16])([C:22]([CH3:25])([CH3:24])[CH3:23])([CH3:21])[CH3:20]. The yield is 0.650. (2) The reactants are [CH3:1][N:2]([CH3:19])[C:3](=[O:18])[CH2:4][CH2:5][CH2:6]/[CH:7]=[CH:8]\[C:9]1[CH:10]=[C:11]([CH:15]=[CH:16][CH:17]=1)[C:12]([OH:14])=O.[NH2:20][CH:21]([CH3:35])[C@@H:22]([O:24][Si:25]([CH:32]([CH3:34])[CH3:33])([CH:29]([CH3:31])[CH3:30])[CH:26]([CH3:28])[CH3:27])O. The catalyst is CN(C)C=O. The product is [CH3:19][N:2]([CH3:1])[C:3](=[O:18])[CH2:4][CH2:5][CH2:6]/[CH:7]=[CH:8]\[C:9]1[CH:10]=[C:11]([CH:15]=[CH:16][CH:17]=1)[C:12]([NH:20][CH:21]([CH3:35])[CH2:22][O:24][Si:25]([CH:29]([CH3:31])[CH3:30])([CH:26]([CH3:28])[CH3:27])[CH:32]([CH3:33])[CH3:34])=[O:14]. The yield is 0.736. (3) The reactants are [N:1]1[CH:6]=[CH:5][CH:4]=[CH:3][C:2]=1[C:7]1[C:8](C(O)=O)=[C:9]2[CH2:14][CH2:13][CH2:12][N:10]2[N:11]=1.C(=O)(O)[O-].[Na+].[Br:23]NC(=O)CCC(N)=O. The catalyst is CN(C=O)C.O.C(OCC)(=O)C. The product is [Br:23][C:8]1[C:7]([C:2]2[CH:3]=[CH:4][CH:5]=[CH:6][N:1]=2)=[N:11][N:10]2[CH2:12][CH2:13][CH2:14][C:9]=12. The yield is 0.700. (4) The reactants are [CH3:1][N:2]1[C:7](=[O:8])[C:6]2[C:9]([C:30]3[CH:35]=[CH:34][CH:33]=[CH:32][CH:31]=3)=[C:10]([C:12]3[CH:17]=[CH:16][C:15]([C:18]4([NH:22][C:23](=[O:29])[O:24][C:25]([CH3:28])([CH3:27])[CH3:26])[CH2:21][CH2:20][CH2:19]4)=[CH:14][CH:13]=3)[O:11][C:5]=2[N:4]=[C:3]1S(C)(=O)=O.[NH:40]1[CH2:44][CH2:43][CH2:42][CH2:41]1. The catalyst is C1COCC1. The product is [CH3:1][N:2]1[C:7](=[O:8])[C:6]2[C:9]([C:30]3[CH:35]=[CH:34][CH:33]=[CH:32][CH:31]=3)=[C:10]([C:12]3[CH:17]=[CH:16][C:15]([C:18]4([NH:22][C:23](=[O:29])[O:24][C:25]([CH3:28])([CH3:27])[CH3:26])[CH2:21][CH2:20][CH2:19]4)=[CH:14][CH:13]=3)[O:11][C:5]=2[N:4]=[C:3]1[N:40]1[CH2:44][CH2:43][CH2:42][CH2:41]1. The yield is 0.610. (5) The reactants are [CH3:1][C:2]([CH3:7])=[CH:3][C:4](O)=[O:5].O=S(Cl)Cl.[NH2:12][C:13]1[CH:18]=[CH:17][CH:16]=[CH:15][CH:14]=1.CCN(CC)CC. No catalyst specified. The product is [C:13]1([NH:12][C:4](=[O:5])[CH:3]=[C:2]([CH3:7])[CH3:1])[CH:18]=[CH:17][CH:16]=[CH:15][CH:14]=1. The yield is 0.800.